This data is from Forward reaction prediction with 1.9M reactions from USPTO patents (1976-2016). The task is: Predict the product of the given reaction. (1) Given the reactants [CH2:1]([O:3][C:4](=[CH2:16])[CH:5]=[CH:6][C:7]1[CH:14]=[CH:13][C:12]([OH:15])=[CH:11][C:8]=1[C:9]#[N:10])[CH3:2].[H][H], predict the reaction product. The product is: [CH2:1]([O:3][C:4](=[CH2:16])[CH2:5][CH2:6][C:7]1[CH:14]=[CH:13][C:12]([OH:15])=[CH:11][C:8]=1[C:9]#[N:10])[CH3:2]. (2) Given the reactants [NH:1]1[C:9]2[C:4](=[CH:5][CH:6]=[CH:7][CH:8]=2)[C:3]2([C:21]3[C:12](=[CH:13][C:14]4OC[CH2:17][O:16][C:15]=4[CH:20]=3)[O:11][CH2:10]2)[C:2]1=[O:22].N1C2C(=CC=CC=2)[C@@]2(C3C(=CC4OCCOC=4C=3)[O:33][CH2:32]2)C1=O.Cl[CH2:46][C:47]1[S:51][CH:50]=[N:49][CH:48]=1.BrCCCCC, predict the reaction product. The product is: [S:51]1[C:47]([CH2:46][N:1]2[C:9]3[C:4](=[CH:5][CH:6]=[CH:7][CH:8]=3)[C:3]3([C:21]4[C:12](=[CH:13][C:14]5[CH2:32][O:33][CH2:17][O:16][C:15]=5[CH:20]=4)[O:11][CH2:10]3)[C:2]2=[O:22])=[CH:48][N:49]=[CH:50]1.